From a dataset of Choline transporter screen with 302,306 compounds. Binary Classification. Given a drug SMILES string, predict its activity (active/inactive) in a high-throughput screening assay against a specified biological target. (1) The drug is S(=O)(=O)(NC1(NC(=O)N(C1=O)CCc1ccccc1)C(F)(F)F)c1ccccc1. The result is 0 (inactive). (2) The drug is O(C(C(=O)NC1CC1)C)C(=O)CCOc1ccc(cc1)C. The result is 0 (inactive). (3) The molecule is S=C(NC(=O)C(C)C)Nc1c(OC)cccc1. The result is 0 (inactive). (4) The drug is O=C(NCC1(N2CCCCC2)CCCCC1)c1cc(OC)ccc1. The result is 0 (inactive). (5) The molecule is Brc1cc(C(=O)NCC(=O)N\N=C\c2cc3OCOc3cc2)ccc1. The result is 0 (inactive). (6) The drug is o1c(nc2ncccc12)c1ccc(NC(=O)C(C)C)cc1. The result is 0 (inactive). (7) The drug is O=C1N(C(=O)C2C3CC(C12)CC3)c1c(cccc1)C(OCCCC)=O. The result is 0 (inactive).